From a dataset of Full USPTO retrosynthesis dataset with 1.9M reactions from patents (1976-2016). Predict the reactants needed to synthesize the given product. (1) Given the product [CH2:1]([N:8]1[C:12]([OH:13])=[C:11]([C:14]([OH:16])=[O:15])[N:10]=[N:9]1)[C:2]1[CH:7]=[CH:6][CH:5]=[CH:4][CH:3]=1, predict the reactants needed to synthesize it. The reactants are: [CH2:1]([N:8]1[C:12]([OH:13])=[C:11]([C:14]([O-:16])=[O:15])[N:10]=[N:9]1)[C:2]1[CH:7]=[CH:6][CH:5]=[CH:4][CH:3]=1.[OH-].[Na+].Cl. (2) Given the product [F:17][C:14]1[CH:15]=[CH:16][C:11]([C:8]2[N:7]=[CH:6][C:5]([C:3]([OH:4])=[O:2])=[CH:10][CH:9]=2)=[CH:12][CH:13]=1, predict the reactants needed to synthesize it. The reactants are: C[O:2][C:3]([C:5]1[CH:6]=[N:7][C:8]([C:11]2[CH:16]=[CH:15][C:14]([F:17])=[CH:13][CH:12]=2)=[CH:9][CH:10]=1)=[O:4].[OH-].[Na+].Cl.